Dataset: Reaction yield outcomes from USPTO patents with 853,638 reactions. Task: Predict the reaction yield, written as a fraction of the theoretical maximum amount of product (1.0 means a 100% yield; for example, 0.34 means a 34% yield). (1) The reactants are [CH3:1][C:2]1([CH3:16])[C:7]2[CH:8]=[C:9](B(O)O)[CH:10]=[CH:11][C:6]=2[NH:5][C:4](=[O:15])[O:3]1.Br[C:18]1[CH:19]=[C:20]([C:24]2[N:28]=[CH:27][S:26][N:25]=2)[CH:21]=[CH:22][CH:23]=1. No catalyst specified. The product is [S:26]1[CH:27]=[N:28][C:24]([C:20]2[CH:21]=[CH:22][CH:23]=[CH:18][C:19]=2[C:9]2[CH:10]=[CH:11][C:6]3[NH:5][C:4](=[O:15])[O:3][C:2]([CH3:16])([CH3:1])[C:7]=3[CH:8]=2)=[N:25]1. The yield is 0.350. (2) The reactants are C([O:5][C:6](=[O:38])[CH:7]([NH:11][S:12]([C:15]1[CH:20]=[CH:19][C:18]([C:21]2[CH:26]=[CH:25][C:24]([O:27][C:28]3[CH:33]=[CH:32][C:31]([C:34]([F:37])([F:36])[F:35])=[CH:30][N:29]=3)=[CH:23][CH:22]=2)=[CH:17][CH:16]=1)(=[O:14])=[O:13])[CH:8]([CH3:10])[CH3:9])(C)(C)C.C(O)(C(F)(F)F)=O. The catalyst is C(Cl)Cl. The product is [CH3:9][CH:8]([CH3:10])[CH:7]([NH:11][S:12]([C:15]1[CH:16]=[CH:17][C:18]([C:21]2[CH:26]=[CH:25][C:24]([O:27][C:28]3[CH:33]=[CH:32][C:31]([C:34]([F:36])([F:35])[F:37])=[CH:30][N:29]=3)=[CH:23][CH:22]=2)=[CH:19][CH:20]=1)(=[O:14])=[O:13])[C:6]([OH:38])=[O:5]. The yield is 0.660. (3) The reactants are [CH2:1]([C:5]1[N:9]([C:10]2[CH:15]=[CH:14][CH:13]=[CH:12][CH:11]=2)[N:8]=[C:7]([CH2:16][NH2:17])[C:6]=1[CH3:18])[CH:2]([CH3:4])[CH3:3].C(N(CC)CC)C.[CH:26]1[C:35]2[C:30](=[CH:31][CH:32]=[CH:33][CH:34]=2)[CH:29]=[CH:28][C:27]=1[S:36](Cl)(=[O:38])=[O:37].O. The catalyst is ClCCl. The product is [CH2:1]([C:5]1[N:9]([C:10]2[CH:15]=[CH:14][CH:13]=[CH:12][CH:11]=2)[N:8]=[C:7]([CH2:16][NH:17][S:36]([C:27]2[CH:28]=[CH:29][C:30]3[C:35](=[CH:34][CH:33]=[CH:32][CH:31]=3)[CH:26]=2)(=[O:38])=[O:37])[C:6]=1[CH3:18])[CH:2]([CH3:4])[CH3:3]. The yield is 0.866. (4) The reactants are CN(C(ON1N=[N:16][C:11]2[CH:12]=[CH:13][CH:14]=[N:15][C:10]1=2)=[N+](C)C)C.F[P-](F)(F)(F)(F)F.[Cl:25][C:26]1[C:27]([Cl:35])=[N:28][CH:29]=[C:30]([CH:34]=1)[C:31]([OH:33])=O.CCN(C(C)C)C(C)C.CC(N(C)C)=[O:47]. No catalyst specified. The product is [Cl:25][C:26]1[CH:34]=[C:30]([C:31]([NH:16][C@H:11]2[CH2:12][C:13](=[O:47])[N:15]([CH3:14])[CH2:10]2)=[O:33])[CH:29]=[N:28][C:27]=1[Cl:35]. The yield is 0.400. (5) The reactants are [F:1][C:2]1[CH:7]=[CH:6][C:5]([C:8]2[O:9][C:10]3[CH:20]=[C:19]([N:21]([CH3:26])[S:22]([CH3:25])(=[O:24])=[O:23])[C:18](B4OC(C)(C)C(C)(C)O4)=[CH:17][C:11]=3[C:12]=2[C:13]([NH:15][CH3:16])=[O:14])=[CH:4][CH:3]=1.Cl[C:37]1[N:42]=[C:41]([C:43]2[CH:51]=[C:46]3[CH:47]=[CH:48][CH:49]=[CH:50][N:45]3[N:44]=2)[C:40]([O:52][CH3:53])=[CH:39][CH:38]=1.CC(C1C=C(C(C)C)C(C2C=CC=CC=2P(C2CCCCC2)C2CCCCC2)=C(C(C)C)C=1)C.[O-]P([O-])([O-])=O.[K+].[K+].[K+]. The catalyst is O1CCOCC1.O.C1C=CC(/C=C/C(/C=C/C2C=CC=CC=2)=O)=CC=1.C1C=CC(/C=C/C(/C=C/C2C=CC=CC=2)=O)=CC=1.C1C=CC(/C=C/C(/C=C/C2C=CC=CC=2)=O)=CC=1.[Pd].[Pd]. The product is [F:1][C:2]1[CH:3]=[CH:4][C:5]([C:8]2[O:9][C:10]3[CH:20]=[C:19]([N:21]([CH3:26])[S:22]([CH3:25])(=[O:23])=[O:24])[C:18]([C:37]4[CH:38]=[CH:39][C:40]([O:52][CH3:53])=[C:41]([C:43]5[CH:51]=[C:46]6[CH:47]=[CH:48][CH:49]=[CH:50][N:45]6[N:44]=5)[N:42]=4)=[CH:17][C:11]=3[C:12]=2[C:13]([NH:15][CH3:16])=[O:14])=[CH:6][CH:7]=1. The yield is 0.500.